From a dataset of Reaction yield outcomes from USPTO patents with 853,638 reactions. Predict the reaction yield, written as a fraction of the theoretical maximum amount of product (1.0 means a 100% yield; for example, 0.34 means a 34% yield). (1) The catalyst is C(Cl)Cl. The reactants are [CH3:1][C:2]1[C:6]2[CH:7]=[C:8]([CH3:18])[C:9]([C:11]3[N:12]=[CH:13][C:14]([NH2:17])=[N:15][CH:16]=3)=[CH:10][C:5]=2[O:4][N:3]=1.[F:19][C:20]1[CH:28]=[CH:27][CH:26]=[C:25]([F:29])[C:21]=1[C:22](Cl)=[O:23].CCN(C(C)C)C(C)C.C([O-])(O)=O.[Na+].C(Cl)Cl. The yield is 0.638. The product is [F:19][C:20]1[CH:28]=[CH:27][CH:26]=[C:25]([F:29])[C:21]=1[C:22]([NH:17][C:14]1[CH:13]=[N:12][C:11]([C:9]2[C:8]([CH3:18])=[CH:7][C:6]3[C:2]([CH3:1])=[N:3][O:4][C:5]=3[CH:10]=2)=[CH:16][N:15]=1)=[O:23]. (2) The reactants are [CH3:1][C:2]1([CH3:14])[C:6]([CH3:8])([CH3:7])[O:5][B:4]([C:9]2[CH:10]=[N:11][NH:12][CH:13]=2)[O:3]1.[H-].[Na+].C1(C)C=CC(S(O[CH2:27][C@@H:28]2[CH2:32][O:31][C:30]([CH3:34])([CH3:33])[O:29]2)(=O)=O)=CC=1. The catalyst is CN(C=O)C. The product is [CH3:33][C:30]1([CH3:34])[O:29][C@H:28]([CH2:27][N:12]2[CH:13]=[C:9]([B:4]3[O:5][C:6]([CH3:7])([CH3:8])[C:2]([CH3:14])([CH3:1])[O:3]3)[CH:10]=[N:11]2)[CH2:32][O:31]1. The yield is 0.420. (3) The reactants are [CH2:1]([O:3][CH2:4][CH2:5][O:6][C:7]1[CH:12]=[CH:11][C:10]([C:13]2[CH:18]=[CH:17][C:16]([S:19]([C:22]3([C:28]([NH:30][O:31]C4CCCCO4)=[O:29])[CH2:27][CH2:26][O:25][CH2:24][CH2:23]3)(=[O:21])=[O:20])=[CH:15][CH:14]=2)=[CH:9][CH:8]=1)[CH3:2].Cl.CCOCC. The product is [CH2:1]([O:3][CH2:4][CH2:5][O:6][C:7]1[CH:8]=[CH:9][C:10]([C:13]2[CH:14]=[CH:15][C:16]([S:19]([C:22]3([C:28]([NH:30][OH:31])=[O:29])[CH2:23][CH2:24][O:25][CH2:26][CH2:27]3)(=[O:20])=[O:21])=[CH:17][CH:18]=2)=[CH:11][CH:12]=1)[CH3:2]. The catalyst is CO. The yield is 0.680. (4) The reactants are [CH2:1]([NH:3][CH:4]1[CH2:9][CH2:8][CH2:7][CH:6]([C:10]2[C:18]3[C:13](=[CH:14][CH:15]=[C:16]([N+:19]([O-:21])=[O:20])[CH:17]=3)[NH:12][CH:11]=2)[CH2:5]1)[CH3:2].[CH3:22][C:23]([O:26][C:27](O[C:27]([O:26][C:23]([CH3:25])([CH3:24])[CH3:22])=[O:28])=[O:28])([CH3:25])[CH3:24].C(N(CC)CC)C. The catalyst is O1CCOCC1. The product is [CH2:1]([N:3]([CH:4]1[CH2:9][CH2:8][CH2:7][CH:6]([C:10]2[C:18]3[C:13](=[CH:14][CH:15]=[C:16]([N+:19]([O-:21])=[O:20])[CH:17]=3)[NH:12][CH:11]=2)[CH2:5]1)[C:27](=[O:28])[O:26][C:23]([CH3:25])([CH3:24])[CH3:22])[CH3:2]. The yield is 0.780. (5) The reactants are [C:1]([CH2:3][C:4]1[C:9]([C:10]([O:12][CH3:13])=[O:11])=[CH:8][C:7]([O:14][CH:15]([CH3:17])[CH3:16])=[CH:6][C:5]=1[C:18]([O:20]C)=O)#[N:2].[BH4-].[Na+].[NH4+].[Cl-].O. The catalyst is CO.O.O.O.O.O.O.[Co](Cl)Cl.CCOC(C)=O. The product is [O:20]=[C:18]1[C:5]2[CH:6]=[C:7]([O:14][CH:15]([CH3:17])[CH3:16])[CH:8]=[C:9]([C:10]([O:12][CH3:13])=[O:11])[C:4]=2[CH2:3][CH2:1][NH:2]1. The yield is 0.690. (6) The yield is 0.550. The reactants are [C:1]1(=[O:7])[CH2:6][CH2:5][CH2:4][CH2:3][CH2:2]1.[CH2:8](O)[CH2:9][CH2:10][OH:11].C(OCC)(OCC)OCC.[OH-].[Na+]. The catalyst is ClCCl.[Cl-].[Zr+4].[Cl-].[Cl-].[Cl-]. The product is [CH2:10]1[O:11][C:1]2([CH2:6][CH2:5][CH2:4][CH2:3][CH2:2]2)[O:7][CH2:8][CH2:9]1. (7) The reactants are [C:9]1([S:8][S:8][C:9]2[CH:14]=[CH:13][CH:12]=[CH:11][CH:10]=2)[CH:14]=[CH:13][CH:12]=[CH:11][CH:10]=1.P(CCCC)(CCCC)CCCC.[CH3:28][N:29]([CH3:47])[C:30](=[O:46])[CH2:31][C@@H:32]([NH:35][C:36](=[O:45])[O:37][CH2:38][C:39]1[CH:44]=[CH:43][CH:42]=[CH:41][CH:40]=1)[CH2:33]O. The catalyst is C1(C)C=CC=CC=1. The product is [CH3:47][N:29]([CH3:28])[C:30](=[O:46])[CH2:31][C@@H:32]([NH:35][C:36](=[O:45])[O:37][CH2:38][C:39]1[CH:40]=[CH:41][CH:42]=[CH:43][CH:44]=1)[CH2:33][S:8][C:9]1[CH:10]=[CH:11][CH:12]=[CH:13][CH:14]=1. The yield is 0.630.